Task: Regression. Given two drug SMILES strings and cell line genomic features, predict the synergy score measuring deviation from expected non-interaction effect.. Dataset: NCI-60 drug combinations with 297,098 pairs across 59 cell lines (1) Drug 1: C(CN)CNCCSP(=O)(O)O. Drug 2: C1C(C(OC1N2C=NC3=C2NC=NCC3O)CO)O. Cell line: SF-295. Synergy scores: CSS=-0.534, Synergy_ZIP=3.55, Synergy_Bliss=3.10, Synergy_Loewe=2.14, Synergy_HSA=-1.53. (2) Drug 1: CC12CCC3C(C1CCC2NC(=O)OCC(F)(F)F)CCC4C3(C=CC(=O)N4C)C. Drug 2: B(C(CC(C)C)NC(=O)C(CC1=CC=CC=C1)NC(=O)C2=NC=CN=C2)(O)O. Cell line: HCT116. Synergy scores: CSS=36.0, Synergy_ZIP=0.312, Synergy_Bliss=0.313, Synergy_Loewe=-0.0354, Synergy_HSA=1.45.